From a dataset of Reaction yield outcomes from USPTO patents with 853,638 reactions. Predict the reaction yield, written as a fraction of the theoretical maximum amount of product (1.0 means a 100% yield; for example, 0.34 means a 34% yield). (1) The reactants are [NH2:1][CH2:2][CH2:3][N:4]1[CH2:9][CH2:8][O:7][CH2:6][CH2:5]1.[C:10](O[C:10]([O:12][C:13]([CH3:16])([CH3:15])[CH3:14])=[O:11])([O:12][C:13]([CH3:16])([CH3:15])[CH3:14])=[O:11]. The catalyst is CCOC(C)=O.[Cl-].[In+3].[Cl-].[Cl-]. The product is [C:13]([O:12][C:10](=[O:11])[NH:1][CH2:2][CH2:3][N:4]1[CH2:9][CH2:8][O:7][CH2:6][CH2:5]1)([CH3:16])([CH3:15])[CH3:14]. The yield is 0.920. (2) The reactants are [C:1]([C:3]1[S:4][C:5]2[CH:11]=[C:10]([NH:12][C:13](=[O:19])[CH2:14][CH2:15][C:16]([OH:18])=O)[CH:9]=[CH:8][C:6]=2[N:7]=1)#[N:2].[NH2:20][CH2:21][CH2:22][CH2:23][O:24][CH2:25][CH2:26][O:27][CH2:28][CH2:29][O:30][CH2:31][CH2:32][CH2:33][NH:34][C:35](=[O:41])[O:36][C:37]([CH3:40])([CH3:39])[CH3:38].CCN=C=NCCCN(C)C. The catalyst is C(Cl)Cl.CN(C=O)C. The product is [C:1]([C:3]1[S:4][C:5]2[CH:11]=[C:10]([NH:12][C:13](=[O:19])[CH2:14][CH2:15][C:16](=[O:18])[NH:20][CH2:21][CH2:22][CH2:23][O:24][CH2:25][CH2:26][O:27][CH2:28][CH2:29][O:30][CH2:31][CH2:32][CH2:33][NH:34][C:35](=[O:41])[O:36][C:37]([CH3:39])([CH3:38])[CH3:40])[CH:9]=[CH:8][C:6]=2[N:7]=1)#[N:2]. The yield is 0.640.